From a dataset of Forward reaction prediction with 1.9M reactions from USPTO patents (1976-2016). Predict the product of the given reaction. (1) Given the reactants [O:1]=[C:2]1[CH2:11][CH2:10][CH2:9][C@@H:8]2[N:3]1[CH2:4][C@H:5]([C:12]([OH:14])=O)[CH2:6][CH2:7]2.Cl.[Cl:16][C:17]1[C:18]([CH2:23][NH2:24])=[N:19][CH:20]=[CH:21][N:22]=1.CN(C(ON1N=NC2C=CC=NC1=2)=[N+](C)C)C.F[P-](F)(F)(F)(F)F, predict the reaction product. The product is: [Cl:16][C:17]1[C:18]([CH2:23][NH:24][C:12]([C@H:5]2[CH2:4][N:3]3[C@@H:8]([CH2:9][CH2:10][CH2:11][C:2]3=[O:1])[CH2:7][CH2:6]2)=[O:14])=[N:19][CH:20]=[CH:21][N:22]=1. (2) Given the reactants [NH2:1][C@H:2]1[CH2:7][CH2:6][C@H:5]([NH:8][C:9]([C:11]2[C:15]3[N:16]=[CH:17][N:18]=[C:19]([C:20]4[CH:25]=[C:24]([O:26][CH3:27])[CH:23]=[CH:22][C:21]=4[O:28][CH2:29][CH:30]4[CH2:32][CH2:31]4)[C:14]=3[NH:13][CH:12]=2)=[O:10])[CH2:4][CH2:3]1.[C:33](Cl)(=[O:35])[CH3:34], predict the reaction product. The product is: [C:33]([NH:1][C@H:2]1[CH2:7][CH2:6][C@H:5]([NH:8][C:9]([C:11]2[C:15]3[N:16]=[CH:17][N:18]=[C:19]([C:20]4[CH:25]=[C:24]([O:26][CH3:27])[CH:23]=[CH:22][C:21]=4[O:28][CH2:29][CH:30]4[CH2:31][CH2:32]4)[C:14]=3[NH:13][CH:12]=2)=[O:10])[CH2:4][CH2:3]1)(=[O:35])[CH3:34]. (3) Given the reactants Cl[C:2]1[C:11]2[C:6](=[N:7][CH:8]=[CH:9][CH:10]=2)[N:5]=[CH:4][CH:3]=1.[NH2:12][C:13]1[CH:18]=[C:17]([O:19][CH2:20][C:21]2[CH:26]=[CH:25][CH:24]=[C:23]([Cl:27])[CH:22]=2)[CH:16]=[CH:15][C:14]=1[S:28][C:29]1[CH:34]=[CH:33][C:32]([OH:35])=[CH:31][CH:30]=1, predict the reaction product. The product is: [Cl:27][C:23]1[CH:22]=[C:21]([CH:26]=[CH:25][CH:24]=1)[CH2:20][O:19][C:17]1[CH:16]=[CH:15][C:14]([S:28][C:29]2[CH:34]=[CH:33][C:32]([OH:35])=[CH:31][CH:30]=2)=[C:13]([NH:12][C:2]2[C:11]3[C:6](=[N:7][CH:8]=[CH:9][CH:10]=3)[N:5]=[CH:4][CH:3]=2)[CH:18]=1. (4) Given the reactants [CH2:1]([O:3][C:4](=[O:41])[CH2:5][CH2:6][CH2:7][O:8][C:9]1[CH:14]=[CH:13][CH:12]=[C:11]([CH2:15][CH2:16][CH2:17][CH2:18][CH2:19][CH2:20][O:21][C:22]2[CH:27]=[C:26]([C:28]3[CH:32]=[CH:31][S:30][CH:29]=3)[CH:25]=[C:24](I)[CH:23]=2)[C:10]=1[CH2:34][CH2:35][C:36]([O:38][CH2:39][CH3:40])=[O:37])[CH3:2].[N:42]1[CH:47]=[CH:46][C:45](B(O)O)=[CH:44][CH:43]=1, predict the reaction product. The product is: [CH2:1]([O:3][C:4](=[O:41])[CH2:5][CH2:6][CH2:7][O:8][C:9]1[CH:14]=[CH:13][CH:12]=[C:11]([CH2:15][CH2:16][CH2:17][CH2:18][CH2:19][CH2:20][O:21][C:22]2[CH:27]=[C:26]([C:28]3[CH:32]=[CH:31][S:30][CH:29]=3)[CH:25]=[C:24]([C:45]3[CH:46]=[CH:47][N:42]=[CH:43][CH:44]=3)[CH:23]=2)[C:10]=1[CH2:34][CH2:35][C:36]([O:38][CH2:39][CH3:40])=[O:37])[CH3:2].